From a dataset of Peptide-MHC class II binding affinity with 134,281 pairs from IEDB. Regression. Given a peptide amino acid sequence and an MHC pseudo amino acid sequence, predict their binding affinity value. This is MHC class II binding data. (1) The peptide sequence is GMTGMLWETSLLDPE. The MHC is HLA-DPA10103-DPB10401 with pseudo-sequence HLA-DPA10103-DPB10401. The binding affinity (normalized) is 0.324. (2) The peptide sequence is YELQIVDKIDAAFKI. The MHC is DRB3_0202 with pseudo-sequence DRB3_0202. The binding affinity (normalized) is 0.181. (3) The peptide sequence is DESWQQFRQELIPLL. The MHC is HLA-DPA10103-DPB10401 with pseudo-sequence HLA-DPA10103-DPB10401. The binding affinity (normalized) is 0.587. (4) The peptide sequence is FEAMYLGTCQTLTPM. The MHC is HLA-DPA10103-DPB10301 with pseudo-sequence HLA-DPA10103-DPB10301. The binding affinity (normalized) is 0.0781. (5) The peptide sequence is QAVMEMTYKNKVVKV. The MHC is DRB1_0301 with pseudo-sequence DRB1_0301. The binding affinity (normalized) is 0.750. (6) The MHC is DRB5_0101 with pseudo-sequence DRB5_0101. The binding affinity (normalized) is 0.262. The peptide sequence is QPWEPLQLHVDKAVS. (7) The peptide sequence is STWYGKPTGAGPKDN. The MHC is DRB1_0404 with pseudo-sequence DRB1_0404. The binding affinity (normalized) is 0.206. (8) The peptide sequence is HDKKSMGDDHFWAVR. The MHC is HLA-DPA10103-DPB10401 with pseudo-sequence HLA-DPA10103-DPB10401. The binding affinity (normalized) is 0.241.